This data is from Catalyst prediction with 721,799 reactions and 888 catalyst types from USPTO. The task is: Predict which catalyst facilitates the given reaction. Reactant: [CH2:1]([O:8][C:9]([N:11]1[CH2:17][CH2:16][CH2:15][CH:14]([NH:18][C:19](=[O:35])[C@@H:20]([NH:27]C(OC(C)(C)C)=O)[CH2:21][CH:22]2[CH2:26][CH2:25][CH2:24][CH2:23]2)[CH:13]([OH:36])[CH2:12]1)=[O:10])[C:2]1[CH:7]=[CH:6][CH:5]=[CH:4][CH:3]=1. Product: [CH2:1]([O:8][C:9]([N:11]1[CH2:17][CH2:16][CH2:15][CH:14]([NH:18][C:19](=[O:35])[C@@H:20]([NH2:27])[CH2:21][CH:22]2[CH2:23][CH2:24][CH2:25][CH2:26]2)[CH:13]([OH:36])[CH2:12]1)=[O:10])[C:2]1[CH:7]=[CH:6][CH:5]=[CH:4][CH:3]=1. The catalyst class is: 71.